This data is from Catalyst prediction with 721,799 reactions and 888 catalyst types from USPTO. The task is: Predict which catalyst facilitates the given reaction. Reactant: [NH2:1][CH:2]([C@H:17]1[CH2:22][CH2:21][C@H:20]([N:23]([CH2:30][C:31]2[CH:32]=[CH:33][C:34]3[O:35][CH2:36][C:37](=[O:41])[NH:38][C:39]=3[N:40]=2)C(=O)C(F)(F)F)[CH2:19][CH2:18]1)[CH2:3][N:4]1[C:13]2[C:8](=[N:9][CH:10]=[C:11]([O:14][CH3:15])[CH:12]=2)[CH:7]=[CH:6][C:5]1=[O:16]. Product: [NH2:1][CH:2]([C@H:17]1[CH2:22][CH2:21][C@H:20]([NH:23][CH2:30][C:31]2[CH:32]=[CH:33][C:34]3[O:35][CH2:36][C:37](=[O:41])[NH:38][C:39]=3[N:40]=2)[CH2:19][CH2:18]1)[CH2:3][N:4]1[C:13]2[C:8](=[N:9][CH:10]=[C:11]([O:14][CH3:15])[CH:12]=2)[CH:7]=[CH:6][C:5]1=[O:16]. The catalyst class is: 24.